This data is from Full USPTO retrosynthesis dataset with 1.9M reactions from patents (1976-2016). The task is: Predict the reactants needed to synthesize the given product. (1) The reactants are: [O:1]1[C:10]2[C:5](=[CH:6][CH:7]=[CH:8][CH:9]=2)[C:4](=O)[CH2:3][CH2:2]1.Cl.[NH2:13][OH:14]. Given the product [O:1]1[C:10]2[C:5](=[CH:6][CH:7]=[CH:8][CH:9]=2)[C:4](=[N:13][OH:14])[CH2:3][CH2:2]1, predict the reactants needed to synthesize it. (2) Given the product [O:8]=[C:5]1[CH2:6][CH2:7][CH:2]([NH:1][C:9](=[O:11])[CH3:10])[CH2:3][CH2:4]1, predict the reactants needed to synthesize it. The reactants are: [NH2:1][CH:2]1[CH2:7][CH2:6][C:5](=[O:8])[CH2:4][CH2:3]1.[C:9](Cl)(=[O:11])[CH3:10].C(=O)([O-])[O-].[K+].[K+]. (3) Given the product [CH:1]1([C:4]2[C:5]([O:20][CH2:21][CH:22]3[CH2:24][CH2:23]3)=[CH:6][C:7]([C:10]([NH:12][CH2:13][C:14](=[O:19])[C:15]([CH3:17])([CH3:18])[CH3:16])=[O:11])=[N:8][CH:9]=2)[CH2:2][CH2:3]1, predict the reactants needed to synthesize it. The reactants are: [CH:1]1([C:4]2[C:5]([O:20][CH2:21][CH:22]3[CH2:24][CH2:23]3)=[CH:6][C:7]([C:10]([NH:12][CH2:13][CH:14]([OH:19])[C:15]([CH3:18])([CH3:17])[CH3:16])=[O:11])=[N:8][CH:9]=2)[CH2:3][CH2:2]1.CC(OI1(OC(C)=O)(OC(C)=O)OC(=O)C2C=CC=CC1=2)=O.S([O-])([O-])(=O)=S.[Na+].[Na+].C([O-])(O)=O.[Na+]. (4) The reactants are: [F:1][C:2]([F:53])([F:52])[C:3]1[CH:4]=[C:5]([C:13]([CH3:51])([CH3:50])[C:14]([N:16]([C:18]2[CH:19]=[N:20][C:21]([N:39]3[CH2:44][CH2:43][N:42]([S:45]([CH3:48])(=[O:47])=[O:46])[C@@H:41]([CH3:49])[CH2:40]3)=[CH:22][C:23]=2[C:24]2[CH:29]=[CH:28][CH:27]=[CH:26][C:25]=2[C:30](C)(C)[O:31][SiH2]C(C)(C)C)[CH3:17])=[O:15])[CH:6]=[C:7]([C:9]([F:12])([F:11])[F:10])[CH:8]=1.Cl. Given the product [F:12][C:9]([F:10])([F:11])[C:7]1[CH:6]=[C:5]([C:13]([CH3:50])([CH3:51])[C:14]([N:16]([C:18]2[CH:19]=[N:20][C:21]([N:39]3[CH2:44][CH2:43][N:42]([S:45]([CH3:48])(=[O:47])=[O:46])[C@@H:41]([CH3:49])[CH2:40]3)=[CH:22][C:23]=2[C:24]2[CH:29]=[CH:28][CH:27]=[CH:26][C:25]=2[CH2:30][OH:31])[CH3:17])=[O:15])[CH:4]=[C:3]([C:2]([F:1])([F:52])[F:53])[CH:8]=1, predict the reactants needed to synthesize it.